From a dataset of Reaction yield outcomes from USPTO patents with 853,638 reactions. Predict the reaction yield, written as a fraction of the theoretical maximum amount of product (1.0 means a 100% yield; for example, 0.34 means a 34% yield). (1) The reactants are [C:1]([O:5][C:6]([N:8]1[CH:12]=[CH:11][CH:10]=[C:9]1[C:13]1[CH:14]=[C:15]2[C:19](=[CH:20][CH:21]=1)[NH:18][C:17](=[O:22])[C:16]2([CH3:24])[CH3:23])=[O:7])([CH3:4])([CH3:3])[CH3:2].ClS([N:29]=[C:30]=O)(=O)=O.CN(C=O)C.O. The catalyst is C1COCC1. The product is [C:1]([O:5][C:6]([N:8]1[CH:12]=[CH:11][CH2:10][C:9]1([C:13]1[CH:14]=[C:15]2[C:19](=[CH:20][CH:21]=1)[NH:18][C:17](=[O:22])[C:16]2([CH3:24])[CH3:23])[C:30]#[N:29])=[O:7])([CH3:4])([CH3:2])[CH3:3]. The yield is 0.500. (2) The catalyst is C(Cl)(Cl)Cl. The yield is 0.487. The reactants are [C:1]([C:5]1[CH:13]=[CH:12][C:8]([C:9](Cl)=[O:10])=[CH:7][CH:6]=1)([CH3:4])([CH3:3])[CH3:2].[CH2:14]=[C:15]([N:22]1[CH2:27][CH2:26][O:25][CH2:24][CH2:23]1)[N:16]1[CH2:21][CH2:20][O:19][CH2:18][CH2:17]1.C(N(CC)CC)C.[OH-].[Na+]. The product is [C:1]([C:5]1[CH:13]=[CH:12][C:8]([C:9](=[O:10])[CH:14]=[C:15]([N:22]2[CH2:23][CH2:24][O:25][CH2:26][CH2:27]2)[N:16]2[CH2:21][CH2:20][O:19][CH2:18][CH2:17]2)=[CH:7][CH:6]=1)([CH3:4])([CH3:3])[CH3:2]. (3) The reactants are [CH2:1]([O:3][C:4]1[CH:5]=[C:6]([C:20]2[CH:25]=[CH:24][C:23]([CH2:26][C:27]([NH:29][C:30]3[CH:31]=[N:32][C:33]([C:40]([OH:43])([CH3:42])[CH3:41])=[C:34]([C:36]([F:39])([F:38])[F:37])[CH:35]=3)=[O:28])=[C:22]([F:44])[CH:21]=2)[CH:7]=[N:8][C:9]=1[O:10]CC1C=CC(OC)=CC=1)[CH3:2]. The catalyst is CO.[Pd]. The product is [CH2:1]([O:3][C:4]1[C:9](=[O:10])[NH:8][CH:7]=[C:6]([C:20]2[CH:25]=[CH:24][C:23]([CH2:26][C:27]([NH:29][C:30]3[CH:31]=[N:32][C:33]([C:40]([OH:43])([CH3:41])[CH3:42])=[C:34]([C:36]([F:39])([F:37])[F:38])[CH:35]=3)=[O:28])=[C:22]([F:44])[CH:21]=2)[CH:5]=1)[CH3:2]. The yield is 0.109. (4) The catalyst is CO.CN(C=O)C. The yield is 0.530. The reactants are [CH:1]([C:3]1[O:4][CH:5]=[C:6]([C:8]([O:10][CH2:11][CH3:12])=[O:9])[N:7]=1)=O.[NH2:13]O.C(P1(=O)OP(CCC)(=O)OP(CCC)(=O)O1)CC. The product is [C:1]([C:3]1[O:4][CH:5]=[C:6]([C:8]([O:10][CH2:11][CH3:12])=[O:9])[N:7]=1)#[N:13].